Task: Predict the reactants needed to synthesize the given product.. Dataset: Full USPTO retrosynthesis dataset with 1.9M reactions from patents (1976-2016) (1) Given the product [Cl:15][C:16]1[CH:17]=[C:18]([NH:19][C:25]([N:10]2[C:9]3[CH:8]=[CH:7][CH:6]=[CH:5][C:13]=3[NH:12][C:11]2=[O:14])=[O:26])[CH:20]=[CH:21][CH:22]=1, predict the reactants needed to synthesize it. The reactants are: ClC(O[C:5]1[C:13]2[NH:12][C:11]([OH:14])=[N:10][C:9]=2[CH:8]=[CH:7][CH:6]=1)=O.[Cl:15][C:16]1[CH:17]=[C:18]([CH:20]=[CH:21][CH:22]=1)[NH2:19].C1C[O:26][CH2:25]C1. (2) Given the product [NH2:23][C:20]1[C:19]2[CH:24]=[C:15]([C:13]3[CH:14]=[C:9]([NH:8][C:28]4[CH:33]=[CH:32][CH:31]=[CH:30][CH:29]=4)[C:10]4[N:11]([CH:25]=[CH:26][N:27]=4)[N:12]=3)[CH:16]=[CH:17][C:18]=2[O:22][N:21]=1, predict the reactants needed to synthesize it. The reactants are: COC1C=CC(C[N:8]([C:28]2[CH:33]=[CH:32][CH:31]=[CH:30][CH:29]=2)[C:9]2[C:10]3[N:11]([CH:25]=[CH:26][N:27]=3)[N:12]=[C:13]([C:15]3[CH:16]=[CH:17][C:18]4[O:22][N:21]=[C:20]([NH2:23])[C:19]=4[CH:24]=3)[CH:14]=2)=CC=1.CCOC1C=CC(N)=CC=1.C(O)(C(F)(F)F)=O.